Dataset: Catalyst prediction with 721,799 reactions and 888 catalyst types from USPTO. Task: Predict which catalyst facilitates the given reaction. Reactant: [Si:1]([O:8][C:9]1[CH:18]=[C:17]([CH3:19])[CH:16]=[CH:15][C:10]=1[C:11]([O:13][CH3:14])=[O:12])([C:4]([CH3:7])([CH3:6])[CH3:5])([CH3:3])[CH3:2].C1C(=O)N([Br:27])C(=O)C1.CC(N=NC(C#N)(C)C)(C#N)C.O. Product: [Br:27][CH2:19][C:17]1[CH:16]=[CH:15][C:10]([C:11]([O:13][CH3:14])=[O:12])=[C:9]([O:8][Si:1]([C:4]([CH3:7])([CH3:6])[CH3:5])([CH3:2])[CH3:3])[CH:18]=1. The catalyst class is: 53.